This data is from Full USPTO retrosynthesis dataset with 1.9M reactions from patents (1976-2016). The task is: Predict the reactants needed to synthesize the given product. (1) Given the product [CH3:22][C:23]1([CH2:24][CH2:25][CH2:26][CH2:27][CH2:28][C:29]([OH:31])=[O:30])[C:11]2[C:12]3[CH:13]=[C:14]([S:16]([OH:19])(=[O:18])=[O:17])[CH:15]=[C:6]([S:2]([OH:5])(=[O:4])=[O:3])[C:7]=3[CH:8]=[CH:9][C:10]=2[N:20]=[C:32]1[CH3:33], predict the reactants needed to synthesize it. The reactants are: [Cl-].[S:2]([C:6]1[CH:15]=[C:14]([S:16]([OH:19])(=[O:18])=[O:17])[CH:13]=[C:12]2[C:7]=1[CH:8]=[CH:9][C:10]([NH2+:20]N)=[CH:11]2)([OH:5])(=[O:4])=[O:3].[CH3:22][CH:23]([C:32](=O)[CH3:33])[CH2:24][CH2:25][CH2:26][CH2:27][CH2:28][C:29]([OH:31])=[O:30]. (2) Given the product [ClH:30].[Cl:30][C:10]1[CH:11]=[C:12]([N:15]2[CH2:20][CH2:19][N:18]([CH2:21][CH2:22][CH2:23][CH:24]3[CH2:29][CH2:28][CH2:27][CH2:26][CH2:25]3)[CH2:17][CH2:16]2)[CH:13]=[CH:14][C:9]=1[OH:8], predict the reactants needed to synthesize it. The reactants are: C([O:8][C:9]1[CH:14]=[CH:13][C:12]([N:15]2[CH2:20][CH2:19][N:18]([CH2:21][CH2:22][CH2:23][CH:24]3[CH2:29][CH2:28][CH2:27][CH2:26][CH2:25]3)[CH2:17][CH2:16]2)=[CH:11][C:10]=1[Cl:30])C1C=CC=CC=1.Cl.